From a dataset of Forward reaction prediction with 1.9M reactions from USPTO patents (1976-2016). Predict the product of the given reaction. (1) Given the reactants [NH2:1][C:2]1[CH:7]=[C:6]([C:8]2[C:9]([C:20]3[CH:25]=[CH:24][CH:23]=[CH:22][C:21]=3[F:26])=[N:10][N:11]([C:13]3[CH:18]=[CH:17][C:16](=[O:19])[NH:15][N:14]=3)[CH:12]=2)[CH:5]=[CH:4][N:3]=1.NC1C=C(C2C(C3C=CC(F)=CC=3)=NN(C3C=CC4N(C=NN=4)N=3)C=2)C=CN=1.[CH:55]1([C:58](Cl)=[O:59])[CH2:57][CH2:56]1, predict the reaction product. The product is: [CH:55]1([C:58]([NH:1][C:2]2[CH:7]=[C:6]([C:8]3[C:9]([C:20]4[CH:25]=[CH:24][CH:23]=[CH:22][C:21]=4[F:26])=[N:10][N:11]([C:13]4[CH:18]=[CH:17][C:16](=[O:19])[NH:15][N:14]=4)[CH:12]=3)[CH:5]=[CH:4][N:3]=2)=[O:59])[CH2:57][CH2:56]1. (2) Given the reactants Br[CH:2]([C:33]([F:36])([F:35])[F:34])[CH2:3][N:4]([C:8]1[C:9]([NH2:32])=[N:10][C:11]([C:14]2[CH:18]=[C:17]([C:19]3[CH:23]=[CH:22][O:21][N:20]=3)[N:16]([CH2:24][C:25]3[CH:30]=[CH:29][CH:28]=[CH:27][C:26]=3[F:31])[N:15]=2)=[N:12][CH:13]=1)[C:5](=[O:7])[O-:6].[Li+].C[Si]([N-][Si](C)(C)C)(C)C.CO, predict the reaction product. The product is: [NH2:32][C:9]1[C:8]([N:4]2[CH2:3][CH:2]([C:33]([F:36])([F:35])[F:34])[O:6][C:5]2=[O:7])=[CH:13][N:12]=[C:11]([C:14]2[CH:18]=[C:17]([C:19]3[CH:23]=[CH:22][O:21][N:20]=3)[N:16]([CH2:24][C:25]3[CH:30]=[CH:29][CH:28]=[CH:27][C:26]=3[F:31])[N:15]=2)[N:10]=1.